Dataset: Forward reaction prediction with 1.9M reactions from USPTO patents (1976-2016). Task: Predict the product of the given reaction. Given the reactants [CH2:1]([N:8]([CH2:21][CH2:22][C:23]1[N:24]([C@@H:29]2[CH2:38][C:37]3[C:32](=[C:33]([F:40])[CH:34]=[C:35]([F:39])[CH:36]=3)[O:31][CH2:30]2)[C:25](=[S:28])[NH:26][CH:27]=1)S(C1C=CC=CC=1[N+]([O-])=O)(=O)=O)[C:2]1[CH:7]=[CH:6][CH:5]=[CH:4][CH:3]=1.SCC(O)=O.[OH-].[K+].O, predict the reaction product. The product is: [CH2:1]([NH:8][CH2:21][CH2:22][C:23]1[N:24]([C@@H:29]2[CH2:38][C:37]3[C:32](=[C:33]([F:40])[CH:34]=[C:35]([F:39])[CH:36]=3)[O:31][CH2:30]2)[C:25](=[S:28])[NH:26][CH:27]=1)[C:2]1[CH:7]=[CH:6][CH:5]=[CH:4][CH:3]=1.